Dataset: Full USPTO retrosynthesis dataset with 1.9M reactions from patents (1976-2016). Task: Predict the reactants needed to synthesize the given product. (1) Given the product [CH2:1]([C:5]1[CH:6]=[C:7]2[N:12]([C:13]=1[C:43]([C:42]1[CH:46]=[CH:47][C:39]([CH:36]3[CH2:37][CH2:38][N:33]([C:31](=[O:32])[C:30]([F:49])([F:29])[F:48])[CH2:34][CH2:35]3)=[CH:40][CH:41]=1)=[O:44])[CH:11]=[CH:10][C:9]([C:14]([O:16][CH:17]([CH3:18])[CH3:19])=[O:15])=[CH:8]2)[CH2:2][CH2:3][CH3:4], predict the reactants needed to synthesize it. The reactants are: [CH2:1]([C:5]1[CH:6]=[C:7]2[N:12]([CH:13]=1)[CH:11]=[CH:10][C:9]([C:14]([O:16][CH:17]([CH3:19])[CH3:18])=[O:15])=[CH:8]2)[CH2:2][CH2:3][CH3:4].CCN(C(C)C)C(C)C.[F:29][C:30]([F:49])([F:48])[C:31]([N:33]1[CH2:38][CH2:37][CH:36]([C:39]2[CH:47]=[CH:46][C:42]([C:43](Cl)=[O:44])=[CH:41][CH:40]=2)[CH2:35][CH2:34]1)=[O:32]. (2) Given the product [CH2:1]([O:3][C:4]([C:6]1[CH:7]=[C:8]2[S:14][CH:13]=[C:12]([CH:15]=[O:22])[C:9]2=[N:10][CH:11]=1)=[O:5])[CH3:2], predict the reactants needed to synthesize it. The reactants are: [CH2:1]([O:3][C:4]([C:6]1[CH:7]=[C:8]2[S:14][CH:13]=[C:12]([CH3:15])[C:9]2=[N:10][CH:11]=1)=[O:5])[CH3:2].BrN1C(=[O:22])CCC1=O. (3) Given the product [CH2:30]([O:29][C:22]1[CH:21]=[C:20]([C:18](=[O:19])[CH2:17][CH2:16][C:15]([NH:14][C:4]2[CH:3]=[C:2]([C:70]3[CH:71]=[CH:72][C:67]([C:65]([NH2:64])=[O:66])=[CH:68][CH:69]=3)[CH:7]=[C:6]([C:8]3[CH:13]=[CH:12][CH:11]=[CH:10][CH:9]=3)[N:5]=2)=[O:32])[CH:25]=[CH:24][C:23]=1[O:26][CH2:27][CH3:28])[CH3:31], predict the reactants needed to synthesize it. The reactants are: Cl[C:2]1[CH:7]=[C:6]([C:8]2[CH:13]=[CH:12][CH:11]=[CH:10][CH:9]=2)[N:5]=[C:4]([NH:14][C:15](=[O:32])[CH2:16][CH2:17][C:18]([C:20]2[CH:25]=[CH:24][C:23]([O:26][CH2:27][CH3:28])=[C:22]([O:29][CH2:30][CH3:31])[CH:21]=2)=[O:19])[CH:3]=1.C1(C2C=CC=CC=2)C=CC=CC=1P(C1CCCCC1)C1CCCCC1.C(=O)([O-])[O-].[K+].[K+].[NH2:64][C:65]([C:67]1[CH:72]=[CH:71][C:70](B(O)O)=[CH:69][CH:68]=1)=[O:66]. (4) The reactants are: C(OC([N:8]1[CH2:12][CH2:11][CH:10]([C:13]2[CH:17]=[C:16]([CH3:18])[N:15]([CH3:19])[N:14]=2)[CH2:9]1)=O)(C)(C)C.C(O)(C(F)(F)F)=O. Given the product [CH3:19][N:15]1[C:16]([CH3:18])=[CH:17][C:13]([CH:10]2[CH2:11][CH2:12][NH:8][CH2:9]2)=[N:14]1, predict the reactants needed to synthesize it. (5) The reactants are: [Cl:1][C:2]1[CH:3]=[N:4][CH:5]=[C:6]([Cl:26])[C:7]=1[NH:8][C:9](=[O:25])[C:10]1[CH:15]=[CH:14][C:13]([O:16][CH:17]([F:19])[F:18])=[C:12]([O:20][CH2:21][CH:22]2[CH2:24][CH2:23]2)[CH:11]=1.O.O.O.O.O.O.C(O[O-])(=O)C1C(=CC=CC=1)C([O-])=[O:37].[Mg+2].C(OCC)(=O)C. Given the product [Cl:26][C:6]1[CH:5]=[N+:4]([O-:37])[CH:3]=[C:2]([Cl:1])[C:7]=1[NH:8][C:9](=[O:25])[C:10]1[CH:15]=[CH:14][C:13]([O:16][CH:17]([F:18])[F:19])=[C:12]([O:20][CH2:21][CH:22]2[CH2:23][CH2:24]2)[CH:11]=1, predict the reactants needed to synthesize it. (6) Given the product [NH2:36][C:5]1[C:4]2[N:11]=[C:12]3[N:16]([C:17]([O:19][C:20]([CH3:23])([CH3:22])[CH3:21])=[O:18])[CH2:15][CH2:14][N:13]3[C:3]=2[C:2]2[C:7](=[CH:8][CH:9]=[CH:10][N:1]=2)[N:6]=1, predict the reactants needed to synthesize it. The reactants are: [N:1]1[CH:10]=[CH:9][CH:8]=[C:7]2[C:2]=1[C:3]1[N:13]3[CH2:14][CH2:15][N:16]([C:17]([O:19][C:20]([CH3:23])([CH3:22])[CH3:21])=[O:18])[C:12]3=[N:11][C:4]=1[CH:5]=[N:6]2.C1C=C(Cl)C=C(C(OO)=O)C=1.[OH-].[NH4+:36].C1(C)C=CC(S(Cl)(=O)=O)=CC=1. (7) Given the product [CH3:33][O:34][C:35](=[O:45])[C:36]1[CH:41]=[CH:40][CH:39]=[C:38]([NH:42][C:43]([N:14]2[CH2:15][CH2:16][CH2:17][CH:12]([C:6]3([CH2:18][C:19]4[CH:24]=[CH:23][CH:22]=[C:21]([Cl:25])[CH:20]=4)[C:5]4[C:9](=[CH:10][C:2]([Cl:1])=[CH:3][CH:4]=4)[NH:8][C:7]3=[O:11])[CH2:13]2)=[O:44])[CH:37]=1, predict the reactants needed to synthesize it. The reactants are: [Cl:1][C:2]1[CH:10]=[C:9]2[C:5]([C:6]([CH2:18][C:19]3[CH:24]=[CH:23][CH:22]=[C:21]([Cl:25])[CH:20]=3)([CH:12]3[CH2:17][CH2:16][CH2:15][NH:14][CH2:13]3)[C:7](=[O:11])[NH:8]2)=[CH:4][CH:3]=1.C(N(CC)CC)C.[CH3:33][O:34][C:35](=[O:45])[C:36]1[CH:41]=[CH:40][CH:39]=[C:38]([N:42]=[C:43]=[O:44])[CH:37]=1.